From a dataset of Reaction yield outcomes from USPTO patents with 853,638 reactions. Predict the reaction yield, written as a fraction of the theoretical maximum amount of product (1.0 means a 100% yield; for example, 0.34 means a 34% yield). (1) The reactants are [Br:1][C:2]1[CH:7]=[CH:6][CH:5]=[CH:4][C:3]=1[S:8](Cl)(=[O:10])=[O:9].C(N(CC)CC)C.[CH2:19]([NH:26][CH2:27][C:28]1[CH:33]=[CH:32][CH:31]=[CH:30][CH:29]=1)[C:20]1[CH:25]=[CH:24][CH:23]=[CH:22][CH:21]=1. The catalyst is C1COCC1. The product is [CH2:27]([N:26]([CH2:19][C:20]1[CH:25]=[CH:24][CH:23]=[CH:22][CH:21]=1)[S:8]([C:3]1[CH:4]=[CH:5][CH:6]=[CH:7][C:2]=1[Br:1])(=[O:10])=[O:9])[C:28]1[CH:33]=[CH:32][CH:31]=[CH:30][CH:29]=1. The yield is 0.880. (2) The reactants are [CH3:1][O:2][C:3]1[CH:8]=[CH:7][CH:6]=[C:5]([CH3:9])[C:4]=1[NH2:10].[Br:11]Br.C(OCC)(=O)C. The catalyst is CO.C(O)(=O)C. The product is [Br:11][C:7]1[CH:6]=[C:5]([CH3:9])[C:4]([NH2:10])=[C:3]([O:2][CH3:1])[CH:8]=1. The yield is 0.810. (3) The reactants are O.O.O.O.O.O.O.[Cl-].[Ce+3].[Cl-].[Cl-].[CH3:12][C:13]1([CH3:20])[C:17](=[O:18])[CH:16]=[CH:15][C:14]1=[O:19].[BH4-].[Na+].[Cl-].[NH4+]. The catalyst is CO.CCCCCC.C(OCC)C. The product is [OH:19][CH:14]1[C:13]([CH3:20])([CH3:12])[C:17](=[O:18])[CH:16]=[CH:15]1. The yield is 0.710. (4) The reactants are [CH:1]1[C:9]2[C:8]3[CH:10]=[CH:11][CH:12]=[CH:13][C:7]=3[S:6][C:5]=2[CH:4]=[CH:3][CH:2]=1.[C:14](Cl)(=[O:18])[C:15]([CH3:17])=[CH2:16]. No catalyst specified. The product is [CH3:16][CH:15]1[CH2:17][C:10]2[C:8]3[C:9]4[CH:1]=[CH:2][CH:3]=[CH:4][C:5]=4[S:6][C:7]=3[CH:13]=[CH:12][C:11]=2[C:14]1=[O:18]. The yield is 0.660. (5) The reactants are Br[C:2]1[CH:26]=[CH:25][C:5]2[C:6]3[N:10]([CH2:11][CH2:12][O:13][C:4]=2[CH:3]=1)[CH:9]=[C:8]([C:14]1[N:15]([CH:22]([CH3:24])[CH3:23])[N:16]=[C:17]([CH2:19][O:20][CH3:21])[N:18]=1)[N:7]=3.[CH3:27][C:28]([OH:45])([CH3:44])[CH2:29][N:30]1[CH:34]=[C:33](B2OC(C)(C)C(C)(C)O2)[CH:32]=[N:31]1.C(Cl)Cl.C(=O)([O-])[O-].[Cs+].[Cs+]. The catalyst is C1C=CC(P(C2C=CC=CC=2)[C-]2C=CC=C2)=CC=1.C1C=CC(P(C2C=CC=CC=2)[C-]2C=CC=C2)=CC=1.Cl[Pd]Cl.[Fe+2].O.COCCOC. The product is [CH:22]([N:15]1[C:14]([C:8]2[N:7]=[C:6]3[C:5]4[CH:25]=[CH:26][C:2]([C:33]5[CH:32]=[N:31][N:30]([CH2:29][C:28]([CH3:44])([OH:45])[CH3:27])[CH:34]=5)=[CH:3][C:4]=4[O:13][CH2:12][CH2:11][N:10]3[CH:9]=2)=[N:18][C:17]([CH2:19][O:20][CH3:21])=[N:16]1)([CH3:24])[CH3:23]. The yield is 0.350. (6) The reactants are C[O:2][C:3]([C:5]1[C:14]([NH:15][C:16]2[CH:21]=[CH:20][C:19]([Br:22])=[CH:18][C:17]=2[Cl:23])=[C:13]([Cl:24])[C:8]2[N:9]=[CH:10][N:11]([CH3:12])[C:7]=2[CH:6]=1)=[O:4].C1COCC1.O.[OH-].[Na+].Cl. The catalyst is O. The product is [Br:22][C:19]1[CH:20]=[CH:21][C:16]([NH:15][C:14]2[C:5]([C:3]([OH:4])=[O:2])=[CH:6][C:7]3[N:11]([CH3:12])[CH:10]=[N:9][C:8]=3[C:13]=2[Cl:24])=[C:17]([Cl:23])[CH:18]=1. The yield is 1.00. (7) The reactants are [Cl:1][C:2]1[N:10]=[C:9]2[C:5]([N:6]=[CH:7][N:8]2[CH3:11])=[C:4]([N:12]2[CH2:17][CH2:16][O:15][CH2:14][C@@H:13]2[CH3:18])[N:3]=1.CN(CCN(C)C)C.[Li]CCCC.CN([CH:35]=[O:36])C.Cl. The catalyst is C1COCC1. The product is [Cl:1][C:2]1[N:10]=[C:9]2[C:5]([N:6]=[C:7]([CH:35]=[O:36])[N:8]2[CH3:11])=[C:4]([N:12]2[CH2:17][CH2:16][O:15][CH2:14][C@@H:13]2[CH3:18])[N:3]=1. The yield is 0.810. (8) The product is [C:12]([C:9]1[CH:8]=[C:7]([C:16]2[CH:17]=[CH:18][C:19]([C:22]([OH:24])=[O:23])=[CH:20][CH:21]=2)[CH:6]=[C:5]([C:1]([CH3:4])([CH3:3])[CH3:2])[C:10]=1[OH:11])([CH3:13])([CH3:14])[CH3:15]. The catalyst is C(O)C. The reactants are [C:1]([C:5]1[CH:6]=[C:7]([C:16]2[CH:21]=[CH:20][C:19]([C:22]([O:24]CC)=[O:23])=[CH:18][CH:17]=2)[CH:8]=[C:9]([C:12]([CH3:15])([CH3:14])[CH3:13])[C:10]=1[OH:11])([CH3:4])([CH3:3])[CH3:2]. The yield is 0.470.